This data is from Ames mutagenicity test results for genotoxicity prediction. The task is: Regression/Classification. Given a drug SMILES string, predict its toxicity properties. Task type varies by dataset: regression for continuous values (e.g., LD50, hERG inhibition percentage) or binary classification for toxic/non-toxic outcomes (e.g., AMES mutagenicity, cardiotoxicity, hepatotoxicity). Dataset: ames. (1) The molecule is O=C1c2c(ccc3ccccc23)-c2ccc3ccccc3c21. The result is 0 (non-mutagenic). (2) The compound is CNP1(NC)=NP(NC)(NC)=NP(NC)(NC)=N1. The result is 0 (non-mutagenic). (3) The molecule is C[C@H]1CCOS(=O)(=O)O1. The result is 1 (mutagenic). (4) The compound is CCCCC(CC)CNCC(CC)CCCC. The result is 0 (non-mutagenic). (5) The result is 1 (mutagenic). The molecule is Cc1c(C(=O)O)cccc1[N+](=O)[O-]. (6) The drug is CC(C)C(=O)Nc1snc2ccccc12. The result is 0 (non-mutagenic). (7) The drug is CC(C)CCC(C)Nc1ccc(NC(C)CCC(C)C)cc1. The result is 0 (non-mutagenic).